Dataset: Reaction yield outcomes from USPTO patents with 853,638 reactions. Task: Predict the reaction yield, written as a fraction of the theoretical maximum amount of product (1.0 means a 100% yield; for example, 0.34 means a 34% yield). (1) The reactants are [Br:1][C:2]1[CH:20]=[CH:19][C:5]([C:6]([NH:8][CH2:9][CH2:10][C:11]2[CH:16]=[CH:15][CH:14]=[C:13]([O:17][CH3:18])[CH:12]=2)=O)=[CH:4][CH:3]=1.P(Cl)(Cl)(Cl)(Cl)[Cl:22].CCCCCC. The catalyst is C(Cl)(Cl)Cl. The product is [ClH:22].[Br:1][C:2]1[CH:20]=[CH:19][C:5]([C:6]2[C:16]3[C:11](=[CH:12][C:13]([O:17][CH3:18])=[CH:14][CH:15]=3)[CH2:10][CH2:9][N:8]=2)=[CH:4][CH:3]=1. The yield is 0.690. (2) The reactants are C(O)(=O)C.[N+:5](/[CH:8]=[CH:9]/[C:10]1[CH:15]=[CH:14][C:13]([CH2:16][O:17][C:18]2[CH:23]=[CH:22][CH:21]=[CH:20][CH:19]=2)=[CH:12][CH:11]=1)([O-:7])=[O:6].[BH4-].[Na+]. The catalyst is CS(C)=O. The product is [N+:5]([CH2:8][CH2:9][C:10]1[CH:15]=[CH:14][C:13]([CH2:16][O:17][C:18]2[CH:23]=[CH:22][CH:21]=[CH:20][CH:19]=2)=[CH:12][CH:11]=1)([O-:7])=[O:6]. The yield is 0.510. (3) The reactants are [CH2:1]([O:3][C:4]([C@H:6]1[C@@H:11]([NH2:12])[C@H:10]2[CH2:13][C@@H:7]1[CH2:8][CH2:9]2)=[O:5])[CH3:2].[F:14][C:15]1[CH:22]=[CH:21][C:18]([CH:19]=O)=[CH:17][CH:16]=1.C(O)(=O)C.C([BH3-])#N.[Na+]. The catalyst is C(O)C.C(OCC)(=O)C. The product is [CH2:1]([O:3][C:4]([C@H:6]1[C@@H:11]([NH:12][CH2:19][C:18]2[CH:21]=[CH:22][C:15]([F:14])=[CH:16][CH:17]=2)[C@H:10]2[CH2:13][C@@H:7]1[CH2:8][CH2:9]2)=[O:5])[CH3:2]. The yield is 0.950. (4) The reactants are [CH3:1][C:2]1[C:7]([O:8][C:9]2[C:10]([NH:22][C:23]3[S:27][N:26]=[C:25]([C@H:28]4[C:32]([CH3:34])([CH3:33])[O:31]C(C)(C)[O:29]4)[N:24]=3)=[N:11][CH:12]=[C:13]([S:15][C:16]3[CH:21]=[CH:20][CH:19]=[CH:18][N:17]=3)[CH:14]=2)=[CH:6][CH:5]=[CH:4][N:3]=1.[ClH:37]. The catalyst is CCO. The product is [ClH:37].[CH3:34][C:32]([OH:31])([CH3:33])[C@H:28]([C:25]1[N:24]=[C:23]([NH:22][C:10]2[C:9]([O:8][C:7]3[C:2]([CH3:1])=[N:3][CH:4]=[CH:5][CH:6]=3)=[CH:14][C:13]([S:15][C:16]3[CH:21]=[CH:20][CH:19]=[CH:18][N:17]=3)=[CH:12][N:11]=2)[S:27][N:26]=1)[OH:29]. The yield is 0.776. (5) The reactants are Br[C:2]1[CH:7]=[CH:6][CH:5]=[CH:4][C:3]=1[C:8]1[CH:13]=[CH:12][CH:11]=[CH:10][C:9]=1[Cl:14].[Li]CCCC.CCCCCC.CON(C)[C:29]([C@@H:31]1[CH2:36][CH2:35][CH2:34][N:33]([C:37]([O:39][C:40]([CH3:43])([CH3:42])[CH3:41])=[O:38])[CH2:32]1)=[O:30]. The catalyst is C1COCC1. The product is [C:40]([O:39][C:37]([N:33]1[CH2:34][CH2:35][CH2:36][C@@H:31]([C:29](=[O:30])[C:2]2[CH:7]=[CH:6][CH:5]=[CH:4][C:3]=2[C:8]2[CH:13]=[CH:12][CH:11]=[CH:10][C:9]=2[Cl:14])[CH2:32]1)=[O:38])([CH3:43])([CH3:42])[CH3:41]. The yield is 0.550.